This data is from Full USPTO retrosynthesis dataset with 1.9M reactions from patents (1976-2016). The task is: Predict the reactants needed to synthesize the given product. (1) The reactants are: [C:1]([O:5][C:6]([N:8]1[CH2:13][CH2:12][CH:11]([C:14]2[CH:15]=[CH:16][C:17]3[N:18]([C:20]([N:28]([C:30]4[S:31][CH:32]=[C:33]([C:35]5[CH:40]=[CH:39][C:38]([F:41])=[CH:37][CH:36]=5)[N:34]=4)[CH3:29])=[C:21]([CH2:23][CH2:24][C:25]([OH:27])=O)[N:22]=3)[CH:19]=2)[CH2:10][CH2:9]1)=[O:7])([CH3:4])([CH3:3])[CH3:2].[Cl-].[NH4+:43]. Given the product [NH2:43][C:25](=[O:27])[CH2:24][CH2:23][C:21]1[N:22]=[C:17]2[CH:16]=[CH:15][C:14]([CH:11]3[CH2:12][CH2:13][N:8]([C:6]([O:5][C:1]([CH3:3])([CH3:2])[CH3:4])=[O:7])[CH2:9][CH2:10]3)=[CH:19][N:18]2[C:20]=1[N:28]([C:30]1[S:31][CH:32]=[C:33]([C:35]2[CH:40]=[CH:39][C:38]([F:41])=[CH:37][CH:36]=2)[N:34]=1)[CH3:29], predict the reactants needed to synthesize it. (2) Given the product [CH:26]1([N:29]2[CH2:34][CH2:33][N:32]([CH2:24][C:19]3[C:18]4[C:22](=[CH:23][C:15]([C:13]([N:10]5[CH2:11][CH2:12][CH:7]([C:1]6[CH:6]=[CH:5][CH:4]=[CH:3][CH:2]=6)[CH2:8][CH2:9]5)=[O:14])=[CH:16][CH:17]=4)[NH:21][CH:20]=3)[CH2:31][CH2:30]2)[CH2:28][CH2:27]1, predict the reactants needed to synthesize it. The reactants are: [C:1]1([CH:7]2[CH2:12][CH2:11][N:10]([C:13]([C:15]3[CH:23]=[C:22]4[C:18]([C:19]([CH:24]=O)=[CH:20][NH:21]4)=[CH:17][CH:16]=3)=[O:14])[CH2:9][CH2:8]2)[CH:6]=[CH:5][CH:4]=[CH:3][CH:2]=1.[CH:26]([N:29]1[CH2:34][CH2:33][NH:32][CH2:31][CH2:30]1)([CH3:28])[CH3:27].C(O[BH-](OC(=O)C)OC(=O)C)(=O)C. (3) The reactants are: [C:1]1([C@@H:7]2[C:9]3([CH2:13][CH2:12][CH2:11][CH2:10]3)[C@H:8]2[C:14]([OH:16])=O)[CH:6]=[CH:5][CH:4]=[CH:3][CH:2]=1.[Cl:17][C:18]1[CH:23]=[C:22]([C:24]([F:27])([F:26])[F:25])[CH:21]=[CH:20][C:19]=1[NH2:28]. Given the product [C:1]1([C@@H:7]2[C:9]3([CH2:10][CH2:11][CH2:12][CH2:13]3)[C@H:8]2[C:14]([NH:28][C:19]2[CH:20]=[CH:21][C:22]([C:24]([F:25])([F:26])[F:27])=[CH:23][C:18]=2[Cl:17])=[O:16])[CH:2]=[CH:3][CH:4]=[CH:5][CH:6]=1, predict the reactants needed to synthesize it. (4) Given the product [ClH:13].[NH2:1][CH2:2][C:3]1[C:4](=[O:12])[NH:5][C:6]([CH3:11])=[CH:7][C:8]=1[CH2:9][CH3:10], predict the reactants needed to synthesize it. The reactants are: [NH2:1][CH2:2][C:3]1[C:4](=[O:12])[NH:5][C:6]([CH3:11])=[CH:7][C:8]=1[CH2:9][CH3:10].[ClH:13].O1CCOCC1. (5) Given the product [O:28]=[C:19]1[C:20]2[C:25](=[CH:24][CH:23]=[CH:22][CH:21]=2)[C:26](=[O:27])[N:18]1[CH2:17][CH2:16][CH2:15][O:3][C:4]1[CH:11]=[CH:10][C:9]([O:12][CH3:13])=[CH:8][C:5]=1[C:6]#[N:7], predict the reactants needed to synthesize it. The reactants are: [H-].[Na+].[OH:3][C:4]1[CH:11]=[CH:10][C:9]([O:12][CH3:13])=[CH:8][C:5]=1[C:6]#[N:7].Br[CH2:15][CH2:16][CH2:17][N:18]1[C:26](=[O:27])[C:25]2[C:20](=[CH:21][CH:22]=[CH:23][CH:24]=2)[C:19]1=[O:28]. (6) Given the product [Cl:1][C:2]1[CH:3]=[C:4]2[C:8](=[CH:9][CH:10]=1)[NH:7][C:6]([C:11]([NH:13][NH:14][C:30]([N:24]1[CH2:29][CH2:28][O:27][CH2:26][CH2:25]1)=[O:31])=[O:12])=[CH:5]2, predict the reactants needed to synthesize it. The reactants are: [Cl:1][C:2]1[CH:3]=[C:4]2[C:8](=[CH:9][CH:10]=1)[NH:7][C:6]([C:11]([NH:13][NH2:14])=[O:12])=[CH:5]2.CCN(C(C)C)C(C)C.[N:24]1([C:30](Cl)=[O:31])[CH2:29][CH2:28][O:27][CH2:26][CH2:25]1. (7) Given the product [CH3:27][N:19]1[C:20]2[C:25](=[CH:24][CH:23]=[CH:22][CH:21]=2)[CH:26]=[C:18]1[C:16]1[CH:17]=[C:12]([NH:11][CH2:10][C:6]2([C:4]([OH:5])=[O:3])[CH2:9][CH2:8][CH2:7]2)[CH:13]=[N:14][CH:15]=1, predict the reactants needed to synthesize it. The reactants are: C([O:3][C:4]([C:6]1([CH2:10][NH:11][C:12]2[CH:13]=[N:14][CH:15]=[C:16]([C:18]3[N:19]([CH3:27])[C:20]4[C:25]([CH:26]=3)=[CH:24][CH:23]=[CH:22][CH:21]=4)[CH:17]=2)[CH2:9][CH2:8][CH2:7]1)=[O:5])C.[OH-].[Li+]. (8) The reactants are: [C:1](=[O:27])(OC1C=CC([N+]([O-])=O)=CC=1)[O:2][CH2:3][CH:4]1[CH2:9][CH2:8][N:7]([CH2:10][C:11]2[CH:16]=[CH:15][CH:14]=[CH:13][CH:12]=2)[CH2:6][CH2:5]1.CCN(CC)CC.[NH:35]1[CH2:40][CH2:39][O:38][CH2:37][CH2:36]1.[ClH:41]. Given the product [ClH:41].[N:35]1([C:1]([O:2][CH2:3][CH:4]2[CH2:5][CH2:6][N:7]([CH2:10][C:11]3[CH:12]=[CH:13][CH:14]=[CH:15][CH:16]=3)[CH2:8][CH2:9]2)=[O:27])[CH2:40][CH2:39][O:38][CH2:37][CH2:36]1, predict the reactants needed to synthesize it. (9) The reactants are: C(OC([N:8]1[CH2:14][CH2:13][CH2:12][N:11]([C:15]2[CH:24]=[CH:23][CH:22]=[C:21]3[C:16]=2[CH:17]=[CH:18][C:19]([CH3:25])=[N:20]3)[CH2:10][CH2:9]1)=O)(C)(C)C. Given the product [N:11]1([C:15]2[CH:24]=[CH:23][CH:22]=[C:21]3[C:16]=2[CH:17]=[CH:18][C:19]([CH3:25])=[N:20]3)[CH2:12][CH2:13][CH2:14][NH:8][CH2:9][CH2:10]1, predict the reactants needed to synthesize it.